This data is from Catalyst prediction with 721,799 reactions and 888 catalyst types from USPTO. The task is: Predict which catalyst facilitates the given reaction. (1) The catalyst class is: 2. Reactant: [CH2:1]([O:8][C:9]1[C:14]([CH2:15]O)=[C:13]([CH3:17])[CH:12]=[C:11]([CH3:18])[N:10]=1)[C:2]1[CH:7]=[CH:6][CH:5]=[CH:4][CH:3]=1.O=S(Cl)[Cl:21].C([O-])(O)=O.[Na+]. Product: [CH2:1]([O:8][C:9]1[C:14]([CH2:15][Cl:21])=[C:13]([CH3:17])[CH:12]=[C:11]([CH3:18])[N:10]=1)[C:2]1[CH:7]=[CH:6][CH:5]=[CH:4][CH:3]=1. (2) Reactant: [NH2:1][C:2]1[C:3]([CH3:23])=[CH:4][C:5]2[C:9]([C:10]=1[C:11]([OH:13])=[O:12])=[N:8][N:7]([CH2:14][C:15]1[CH:20]=[CH:19][C:18]([O:21][CH3:22])=[CH:17][CH:16]=1)[CH:6]=2.[Cl:24][C:25]1[C:26]([N:31]2[C:35]([C:36](O)=O)=[CH:34][C:33]([O:39][CH3:40])=[N:32]2)=[N:27][CH:28]=[CH:29][CH:30]=1.C(Cl)(=O)C(Cl)=O.N1C(C)=CC=CC=1C.CS(Cl)(=O)=O. Product: [Cl:24][C:25]1[C:26]([N:31]2[C:35]([C:36]3[O:12][C:11](=[O:13])[C:10]4[C:9]5=[N:8][N:7]([CH2:14][C:15]6[CH:20]=[CH:19][C:18]([O:21][CH3:22])=[CH:17][CH:16]=6)[CH:6]=[C:5]5[CH:4]=[C:3]([CH3:23])[C:2]=4[N:1]=3)=[CH:34][C:33]([O:39][CH3:40])=[N:32]2)=[N:27][CH:28]=[CH:29][CH:30]=1. The catalyst class is: 10. (3) Reactant: [CH:1]([C:3]1[CH:12]=[C:11]2[C:6]([C:7]([C:15]3[CH:20]=[CH:19][CH:18]=[CH:17][CH:16]=3)=[CH:8][C:9]([C:13]#[N:14])=[N:10]2)=[CH:5][CH:4]=1)=[O:2].[BH4-].[Na+]. Product: [OH:2][CH2:1][C:3]1[CH:12]=[C:11]2[C:6]([C:7]([C:15]3[CH:20]=[CH:19][CH:18]=[CH:17][CH:16]=3)=[CH:8][C:9]([C:13]#[N:14])=[N:10]2)=[CH:5][CH:4]=1. The catalyst class is: 36. (4) Reactant: C([N:8]1[CH2:14][C:13]2[N:15]=[CH:16][C:17]([N:19]3[C:23]([CH3:24])=[CH:22][CH:21]=[C:20]3[CH3:25])=[N:18][C:12]=2[O:11][CH2:10][CH2:9]1)C1C=CC=CC=1.C(OCC)(=O)C.[ClH:32]. Product: [ClH:32].[CH3:25][C:20]1[N:19]([C:17]2[CH:16]=[N:15][C:13]3[CH2:14][NH:8][CH2:9][CH2:10][O:11][C:12]=3[N:18]=2)[C:23]([CH3:24])=[CH:22][CH:21]=1. The catalyst class is: 105. (5) Reactant: [Br:1][C:2]1[CH:3]=[C:4]([C:11]([N:13]2[CH2:18][CH2:17][O:16][C:15]3[N:19]=[CH:20][C:21]([C:23]4[CH:28]=[CH:27][CH:26]=[C:25]([N+:29]([O-:31])=[O:30])[CH:24]=4)=[CH:22][C:14]2=3)=[O:12])[CH:5]=[C:6]([Br:10])[C:7]=1[O:8]C.[Br-].[Li+].N1CCNCC1. Product: [Br:1][C:2]1[CH:3]=[C:4]([C:11]([N:13]2[CH2:18][CH2:17][O:16][C:15]3[N:19]=[CH:20][C:21]([C:23]4[CH:28]=[CH:27][CH:26]=[C:25]([N+:29]([O-:31])=[O:30])[CH:24]=4)=[CH:22][C:14]2=3)=[O:12])[CH:5]=[C:6]([Br:10])[C:7]=1[OH:8]. The catalyst class is: 9. (6) Reactant: [CH2:1]([C:8]1([NH2:11])[CH2:10][CH2:9]1)[C:2]1[CH:7]=[CH:6][CH:5]=[CH:4][CH:3]=1.ClC(Cl)(Cl)C1O[N:15]1[C:17]([O:19][C:20]([CH3:23])([CH3:22])[CH3:21])=[O:18]. Product: [CH2:1]([C:8]1([NH:11][NH:15][C:17]([O:19][C:20]([CH3:23])([CH3:22])[CH3:21])=[O:18])[CH2:10][CH2:9]1)[C:2]1[CH:7]=[CH:6][CH:5]=[CH:4][CH:3]=1. The catalyst class is: 2. (7) Reactant: [O:1]=[C:2]1[NH:7][CH2:6][CH2:5][N:4]([C:8]([O:10][C:11]([CH3:14])([CH3:13])[CH3:12])=[O:9])[CH2:3]1.C[Si]([N-][Si](C)(C)C)(C)C.[Li+].C1COCC1.[Cl:30][C:31]1[CH:32]=[C:33]([CH:36]=[CH:37][C:38]=1[F:39])[CH2:34]Br. Product: [Cl:30][C:31]1[CH:32]=[C:33]([CH:36]=[CH:37][C:38]=1[F:39])[CH2:34][N:7]1[CH2:6][CH2:5][N:4]([C:8]([O:10][C:11]([CH3:14])([CH3:13])[CH3:12])=[O:9])[CH2:3][C:2]1=[O:1]. The catalyst class is: 3. (8) Reactant: CC([N:5]([C@@H:9]1[CH2:14][CH2:13][N:12]([CH2:15][CH:16]2[C:20]3=[C:21]([F:29])[CH:22]=[N:23][C:24]4[CH:25]=[CH:26][C:27](=[O:28])[N:18]([C:19]=43)[CH2:17]2)[CH2:11][C@@H:10]1[OH:30])C(=O)[O-])(C)C.FC(F)(F)C(O)=O. The catalyst class is: 4. Product: [NH2:5][C@@H:9]1[CH2:14][CH2:13][N:12]([CH2:15][CH:16]2[C:20]3=[C:21]([F:29])[CH:22]=[N:23][C:24]4[CH:25]=[CH:26][C:27](=[O:28])[N:18]([C:19]=43)[CH2:17]2)[CH2:11][C@@H:10]1[OH:30]. (9) Reactant: [F:1][C:2]1[C:3]([O:10][C:11]2[CH:16]=[CH:15][C:14]([CH3:17])=[CH:13][CH:12]=2)=[C:4]([OH:9])[CH:5]=[C:6]([F:8])[CH:7]=1.[C:18]([O-])([O-])=O.[K+].[K+].CI. Product: [F:1][C:2]1[CH:7]=[C:6]([F:8])[CH:5]=[C:4]([O:9][CH3:18])[C:3]=1[O:10][C:11]1[CH:16]=[CH:15][C:14]([CH3:17])=[CH:13][CH:12]=1. The catalyst class is: 10. (10) Reactant: [Br:1][CH:2]([CH3:16])[C:3]([C:5]1[C:14]2[C:9](=[C:10]([F:15])[CH:11]=[CH:12][CH:13]=2)[CH:8]=[CH:7][CH:6]=1)=O.[NH:17]1[CH2:21][CH2:20][NH:19][C:18]1=[S:22].CC(O)=O. Product: [BrH:1].[F:15][C:10]1[CH:11]=[CH:12][CH:13]=[C:14]2[C:9]=1[CH:8]=[CH:7][CH:6]=[C:5]2[C:3]1[N:19]2[CH2:20][CH2:21][N:17]=[C:18]2[S:22][C:2]=1[CH3:16]. The catalyst class is: 14.